Dataset: Forward reaction prediction with 1.9M reactions from USPTO patents (1976-2016). Task: Predict the product of the given reaction. Given the reactants [NH:1]([C:8]1[CH:16]=[C:15]([C:17](O)=[O:18])[C:14]([NH:20][C:21]2[CH:26]=[CH:25][CH:24]=[CH:23][CH:22]=2)=[CH:13][C:9]=1[C:10](O)=[O:11])[C:2]1[CH:7]=[CH:6][CH:5]=[CH:4][CH:3]=1.COC1C=CC(NC2C=C(C(O)=O)C(NC3C=CC(OC)=CC=3)=CC=2C(O)=O)=CC=1, predict the reaction product. The product is: [CH:24]1[CH:25]=[C:26]2[C:17]([C:15]3[C:14]([NH:20][C:21]2=[CH:22][CH:23]=1)=[CH:13][C:9]1[C:10]([C:7]2[C:2]([NH:1][C:8]=1[CH:16]=3)=[CH:3][CH:4]=[CH:5][CH:6]=2)=[O:11])=[O:18].